From a dataset of Forward reaction prediction with 1.9M reactions from USPTO patents (1976-2016). Predict the product of the given reaction. (1) Given the reactants [C:1]([O:5][C:6]([NH:8][C@H:9]([CH:25]=O)[CH2:10][C:11]1[CH:16]=[CH:15][C:14]([O:17][CH2:18][C:19]2[CH:24]=[CH:23][CH:22]=[CH:21][CH:20]=2)=[CH:13][CH:12]=1)=[O:7])([CH3:4])([CH3:3])[CH3:2].[CH2:27]([NH:29][CH2:30][CH3:31])[CH3:28].C([BH3-])#N.[Na+], predict the reaction product. The product is: [C:1]([O:5][C:6](=[O:7])[NH:8][C@@H:9]([CH2:10][C:11]1[CH:12]=[CH:13][C:14]([O:17][CH2:18][C:19]2[CH:20]=[CH:21][CH:22]=[CH:23][CH:24]=2)=[CH:15][CH:16]=1)[CH2:25][N:29]([CH2:30][CH3:31])[CH2:27][CH3:28])([CH3:3])([CH3:4])[CH3:2]. (2) Given the reactants [CH3:1][S:2](Cl)(=[O:4])=[O:3].C(N(CC)CC)C.[CH2:13]([C:15]([CH2:22][OH:23])([CH2:18][CH2:19][CH2:20][CH3:21])[CH:16]=[O:17])[CH3:14], predict the reaction product. The product is: [CH2:13]([C:15]([CH2:22][O:23][S:2]([CH3:1])(=[O:4])=[O:3])([CH2:18][CH2:19][CH2:20][CH3:21])[CH:16]=[O:17])[CH3:14]. (3) Given the reactants O1CCCCC1[O:7][CH2:8][CH2:9][O:10][C:11]1[C:16]([NH:17][C:18]([C:20]2[C:29]3[C:28]4[N:30]=[CH:31][CH:32]=[CH:33][C:27]=4[CH2:26][CH2:25][CH2:24][C:23]=3[NH:22][CH:21]=2)=[O:19])=[CH:15][CH:14]=[CH:13][N:12]=1.O.C1(C)C=CC(S(O)(=O)=O)=CC=1, predict the reaction product. The product is: [OH:7][CH2:8][CH2:9][O:10][C:11]1[C:16]([NH:17][C:18]([C:20]2[C:29]3[C:28]4[N:30]=[CH:31][CH:32]=[CH:33][C:27]=4[CH2:26][CH2:25][CH2:24][C:23]=3[NH:22][CH:21]=2)=[O:19])=[CH:15][CH:14]=[CH:13][N:12]=1. (4) Given the reactants [NH2:1][C:2]1[CH:7]=[CH:6][C:5]([C:8]([F:11])([F:10])[F:9])=[CH:4][N:3]=1.[I:12]N1C(=O)CCC1=O, predict the reaction product. The product is: [NH2:1][C:2]1[C:7]([I:12])=[CH:6][C:5]([C:8]([F:9])([F:11])[F:10])=[CH:4][N:3]=1. (5) Given the reactants [Cl:1][C:2]1[N:7]=[CH:6][C:5]2[CH:8]=[CH:9][NH:10][C:4]=2[CH:3]=1.I[CH:12]1[CH2:16][CH2:15][CH2:14][CH2:13]1.C([O-])([O-])=O.[Cs+].[Cs+], predict the reaction product. The product is: [Cl:1][C:2]1[N:7]=[CH:6][C:5]2[CH:8]=[CH:9][N:10]([CH:12]3[CH2:16][CH2:15][CH2:14][CH2:13]3)[C:4]=2[CH:3]=1.